Dataset: Catalyst prediction with 721,799 reactions and 888 catalyst types from USPTO. Task: Predict which catalyst facilitates the given reaction. Reactant: [NH2:1][C:2]1[CH:3]=[N:4][CH:5]=[CH:6][C:7]=1[N:8]1[CH2:13][C@H:12]([CH3:14])[CH2:11][C@H:10]([NH:15][C:16](=[O:22])[O:17][C:18]([CH3:21])([CH3:20])[CH3:19])[CH2:9]1.[CH:23]1([C:26]2[O:37][C:29]3=[N:30][C:31]([C:34](O)=[O:35])=[CH:32][CH:33]=[C:28]3[CH:27]=2)[CH2:25][CH2:24]1.CCN(C(C)C)C(C)C.CN(C(ON1N=NC2C=CC=NC1=2)=[N+](C)C)C.F[P-](F)(F)(F)(F)F. Product: [CH:23]1([C:26]2[O:37][C:29]3=[N:30][C:31]([C:34]([NH:1][C:2]4[CH:3]=[N:4][CH:5]=[CH:6][C:7]=4[N:8]4[CH2:13][C@H:12]([CH3:14])[CH2:11][C@H:10]([NH:15][C:16](=[O:22])[O:17][C:18]([CH3:21])([CH3:20])[CH3:19])[CH2:9]4)=[O:35])=[CH:32][CH:33]=[C:28]3[CH:27]=2)[CH2:24][CH2:25]1. The catalyst class is: 18.